From a dataset of NCI-60 drug combinations with 297,098 pairs across 59 cell lines. Regression. Given two drug SMILES strings and cell line genomic features, predict the synergy score measuring deviation from expected non-interaction effect. (1) Drug 1: CNC(=O)C1=CC=CC=C1SC2=CC3=C(C=C2)C(=NN3)C=CC4=CC=CC=N4. Drug 2: C1=CC(=C2C(=C1NCCNCCO)C(=O)C3=C(C=CC(=C3C2=O)O)O)NCCNCCO. Cell line: K-562. Synergy scores: CSS=83.9, Synergy_ZIP=8.44, Synergy_Bliss=4.43, Synergy_Loewe=4.52, Synergy_HSA=7.58. (2) Drug 2: CC1C(C(CC(O1)OC2CC(CC3=C2C(=C4C(=C3O)C(=O)C5=C(C4=O)C(=CC=C5)OC)O)(C(=O)CO)O)N)O.Cl. Cell line: KM12. Synergy scores: CSS=31.6, Synergy_ZIP=-5.72, Synergy_Bliss=-1.85, Synergy_Loewe=-0.787, Synergy_HSA=1.90. Drug 1: CC1CCC2CC(C(=CC=CC=CC(CC(C(=O)C(C(C(=CC(C(=O)CC(OC(=O)C3CCCCN3C(=O)C(=O)C1(O2)O)C(C)CC4CCC(C(C4)OC)OCCO)C)C)O)OC)C)C)C)OC.